This data is from Peptide-MHC class I binding affinity with 185,985 pairs from IEDB/IMGT. The task is: Regression. Given a peptide amino acid sequence and an MHC pseudo amino acid sequence, predict their binding affinity value. This is MHC class I binding data. (1) The peptide sequence is GSGDDTWLI. The MHC is HLA-A02:19 with pseudo-sequence HLA-A02:19. The binding affinity (normalized) is 0.0847. (2) The peptide sequence is LLFASMGFK. The MHC is HLA-A02:06 with pseudo-sequence HLA-A02:06. The binding affinity (normalized) is 0.102. (3) The peptide sequence is YTAVVPLVS. The MHC is HLA-B58:01 with pseudo-sequence HLA-B58:01. The binding affinity (normalized) is 0.283. (4) The peptide sequence is WPRHRRLSI. The MHC is HLA-A69:01 with pseudo-sequence HLA-A69:01. The binding affinity (normalized) is 0.0847. (5) The peptide sequence is FQPENGQFI. The MHC is H-2-Db with pseudo-sequence H-2-Db. The binding affinity (normalized) is 0.617. (6) The peptide sequence is DEVEFLGHY. The MHC is HLA-B40:02 with pseudo-sequence HLA-B40:02. The binding affinity (normalized) is 0. (7) The peptide sequence is LFFPFGLFK. The MHC is HLA-A03:19 with pseudo-sequence HLA-A03:19. The binding affinity (normalized) is 0.326. (8) The peptide sequence is KKYNVRYVF. The MHC is HLA-B15:03 with pseudo-sequence HLA-B15:03. The binding affinity (normalized) is 0.998. (9) The peptide sequence is VLNHYTPEY. The MHC is HLA-A02:16 with pseudo-sequence HLA-A02:16. The binding affinity (normalized) is 0.0847.